This data is from Forward reaction prediction with 1.9M reactions from USPTO patents (1976-2016). The task is: Predict the product of the given reaction. Given the reactants [N:1]1[NH:2][N:3]=[N:4][C:5]=1[CH2:6][NH:7][C:8]([C@@H:10]1[CH2:18][C:17]2[C:12](=[CH:13][CH:14]=[CH:15][CH:16]=2)[N:11]1[C:19](=[O:36])[CH2:20][NH:21][C:22](=[O:35])[C@@H:23]([NH:27][C:28](=[O:34])OC(C)(C)C)[CH:24]([CH3:26])[CH3:25])=[O:9].C1(=O)[O:42][C:40](=[O:41])[CH2:39][CH2:38]1, predict the reaction product. The product is: [CH3:25][CH:24]([CH3:26])[C@H:23]([NH:27][C:28]([CH2:38][CH2:39][C:40]([OH:42])=[O:41])=[O:34])[C:22](=[O:35])[NH:21][CH2:20][C:19](=[O:36])[N:11]1[C:12]2[C:17](=[CH:16][CH:15]=[CH:14][CH:13]=2)[CH2:18][C@H:10]1[C:8](=[O:9])[NH:7][CH2:6][C:5]1[N:4]=[N:3][NH:2][N:1]=1.